Dataset: Full USPTO retrosynthesis dataset with 1.9M reactions from patents (1976-2016). Task: Predict the reactants needed to synthesize the given product. (1) Given the product [NH2:1][C:2]1[S:3][C:4]([C:13]2[O:14][C:24](=[O:25])[NH:16][N:15]=2)=[C:5]([C:7]2[CH:12]=[CH:11][CH:10]=[CH:9][CH:8]=2)[N:6]=1, predict the reactants needed to synthesize it. The reactants are: [NH2:1][C:2]1[S:3][C:4]([C:13]([NH:15][NH2:16])=[O:14])=[C:5]([C:7]2[CH:12]=[CH:11][CH:10]=[CH:9][CH:8]=2)[N:6]=1.C(N(CC)CC)C.[C:24](N1C=CN=C1)(N1C=CN=C1)=[O:25]. (2) Given the product [Cl:13][C:14]1[CH:19]=[CH:18][N:17]=[C:16]([C:20](=[O:22])[CH2:10][C:9](=[O:11])[CH2:8][C:7]([C:2]2[CH:3]=[CH:4][CH:5]=[CH:6][N:1]=2)=[O:12])[CH:15]=1, predict the reactants needed to synthesize it. The reactants are: [N:1]1[CH:6]=[CH:5][CH:4]=[CH:3][C:2]=1[C:7](=[O:12])[CH2:8][C:9](=[O:11])[CH3:10].[Cl:13][C:14]1[CH:19]=[CH:18][N:17]=[C:16]([C:20]([O:22]CC)=O)[CH:15]=1.[H-].[Na+]. (3) Given the product [ClH:15].[Cl:15][C:16]1[CH:17]=[C:18]([CH2:28][C:29]2[O:33][C:32]([C:34]([NH:36][C:37]3[CH:38]=[CH:39][C:40]([CH2:43][N:45]4[CH2:50][CH2:49][O:48][CH2:47][CH2:46]4)=[CH:41][CH:42]=3)=[O:35])=[CH:31][CH:30]=2)[C:19]2[O:23][C:22]([CH:24]([CH3:25])[CH3:26])=[CH:21][C:20]=2[CH:27]=1, predict the reactants needed to synthesize it. The reactants are: C(O[BH-](OC(=O)C)OC(=O)C)(=O)C.[Na+].[Cl:15][C:16]1[CH:17]=[C:18]([CH2:28][C:29]2[O:33][C:32]([C:34]([NH:36][C:37]3[CH:42]=[CH:41][C:40]([CH:43]=O)=[CH:39][CH:38]=3)=[O:35])=[CH:31][CH:30]=2)[C:19]2[O:23][C:22]([CH:24]([CH3:26])[CH3:25])=[CH:21][C:20]=2[CH:27]=1.[NH:45]1[CH2:50][CH2:49][O:48][CH2:47][CH2:46]1. (4) Given the product [CH:1]1([CH2:6][CH:7]([N:11]2[C:16](=[O:17])[CH:15]=[C:14]([O:18][C:19]3[CH:20]=[CH:21][CH:22]=[CH:23][CH:24]=3)[CH:13]=[N:12]2)[C:8]([NH:30][C:26]2[S:25][CH:29]=[CH:28][N:27]=2)=[O:10])[CH2:5][CH2:4][CH2:3][CH2:2]1, predict the reactants needed to synthesize it. The reactants are: [CH:1]1([CH2:6][CH:7]([N:11]2[C:16](=[O:17])[CH:15]=[C:14]([O:18][C:19]3[CH:24]=[CH:23][CH:22]=[CH:21][CH:20]=3)[CH:13]=[N:12]2)[C:8]([OH:10])=O)[CH2:5][CH2:4][CH2:3][CH2:2]1.[S:25]1[CH:29]=[CH:28][N:27]=[C:26]1[NH2:30]. (5) Given the product [CH2:1]([O:3][C:4]1[C:5]([N:18]2[C:27]3[C:22](=[CH:23][C:24]([S:28]([NH:49][C:46]4[CH:47]=[CH:48][O:44][N:45]=4)(=[O:29])=[O:30])=[CH:25][CH:26]=3)[CH:21]=[CH:20][C:19]2=[O:43])=[CH:6][C:7]([F:17])=[C:8]([C:10]2[CH:15]=[CH:14][CH:13]=[C:12]([F:16])[CH:11]=2)[CH:9]=1)[CH3:2], predict the reactants needed to synthesize it. The reactants are: [CH2:1]([O:3][C:4]1[C:5]([N:18]2[C:27]3[C:22](=[CH:23][C:24]([S:28](OC4C(F)=C(F)C(F)=C(F)C=4F)(=[O:30])=[O:29])=[CH:25][CH:26]=3)[CH:21]=[CH:20][C:19]2=[O:43])=[CH:6][C:7]([F:17])=[C:8]([C:10]2[CH:15]=[CH:14][CH:13]=[C:12]([F:16])[CH:11]=2)[CH:9]=1)[CH3:2].[O:44]1[CH:48]=[CH:47][C:46]([NH2:49])=[N:45]1.C1COCC1.C[Si]([N-][Si](C)(C)C)(C)C.[Li+]. (6) Given the product [CH3:1][C@@H:2]1[CH2:3][CH2:4][C@H:5]([O:8][C:9]2[C:18]([C:19]([F:20])([F:21])[F:22])=[C:17]3[C:12]([CH:13]=[CH:14][C:15]([CH2:23][O:24][S:35]([CH3:34])(=[O:37])=[O:36])=[CH:16]3)=[CH:11][CH:10]=2)[CH2:6][CH2:7]1, predict the reactants needed to synthesize it. The reactants are: [CH3:1][CH:2]1[CH2:7][CH2:6][CH:5]([O:8][C:9]2[C:18]([C:19]([F:22])([F:21])[F:20])=[C:17]3[C:12]([CH:13]=[CH:14][C:15]([CH2:23][OH:24])=[CH:16]3)=[CH:11][CH:10]=2)[CH2:4][CH2:3]1.C(N(CC)C(C)C)(C)C.[CH3:34][S:35](Cl)(=[O:37])=[O:36].